Dataset: Forward reaction prediction with 1.9M reactions from USPTO patents (1976-2016). Task: Predict the product of the given reaction. (1) Given the reactants C([O:3][C:4]([C:6]1[N:7]([CH2:12][CH2:13][CH2:14][O:15][C:16]2[CH:21]=[CH:20][C:19]([C:22]([N:24]3[C:33]4[C:28](=[CH:29][CH:30]=[CH:31][CH:32]=4)[C@H:27]([N:34]([C:42](=[O:44])[CH3:43])[C:35]4[CH:40]=[CH:39][C:38]([Cl:41])=[CH:37][CH:36]=4)[CH2:26][C@@H:25]3[CH3:45])=[O:23])=[CH:18][CH:17]=2)[CH:8]=[N:9][C:10]=1[CH3:11])=[O:5])C.C(O)C.[OH-].[Na+], predict the reaction product. The product is: [C:42]([N:34]([C:35]1[CH:36]=[CH:37][C:38]([Cl:41])=[CH:39][CH:40]=1)[C@H:27]1[C:28]2[C:33](=[CH:32][CH:31]=[CH:30][CH:29]=2)[N:24]([C:22]([C:19]2[CH:20]=[CH:21][C:16]([O:15][CH2:14][CH2:13][CH2:12][N:7]3[C:6]([C:4]([OH:5])=[O:3])=[C:10]([CH3:11])[N:9]=[CH:8]3)=[CH:17][CH:18]=2)=[O:23])[C@@H:25]([CH3:45])[CH2:26]1)(=[O:44])[CH3:43]. (2) Given the reactants [CH:1]1([O:6][CH2:7][C:8]2[C:12]([CH2:13][OH:14])=[C:11]([CH:15]([CH3:17])[CH3:16])[O:10][N:9]=2)[CH2:5][CH2:4][CH2:3][CH2:2]1.O[C:19]1[CH:24]=[CH:23][C:22]([C:25]2[CH:26]=[C:27]3[C:32](=[CH:33][CH:34]=2)[N:31]=[C:30]([C:35]([O:37][CH3:38])=[O:36])[CH:29]=[CH:28]3)=[CH:21][CH:20]=1.C1(P(C2C=CC=CC=2)C2C=CC=CC=2)C=CC=CC=1.N(C(OC(C)C)=O)=NC(OC(C)C)=O, predict the reaction product. The product is: [CH:1]1([O:6][CH2:7][C:8]2[C:12]([CH2:13][O:14][C:19]3[CH:20]=[CH:21][C:22]([C:25]4[CH:26]=[C:27]5[C:32](=[CH:33][CH:34]=4)[N:31]=[C:30]([C:35]([O:37][CH3:38])=[O:36])[CH:29]=[CH:28]5)=[CH:23][CH:24]=3)=[C:11]([CH:15]([CH3:17])[CH3:16])[O:10][N:9]=2)[CH2:2][CH2:3][CH2:4][CH2:5]1. (3) Given the reactants [CH:1]1([C:4]2[C:5]([N:24]([C:29]3[CH:34]=[CH:33][C:32]([OH:35])=[CH:31][CH:30]=3)[S:25]([CH3:28])(=[O:27])=[O:26])=[CH:6][C:7]3[O:11][C:10]([C:12]4[CH:17]=[CH:16][C:15]([F:18])=[CH:14][CH:13]=4)=[C:9]([C:19]([NH:21][CH3:22])=[O:20])[C:8]=3[CH:23]=2)[CH2:3][CH2:2]1.C(=O)([O-])[O-].[K+].[K+].Br[CH2:43][B:44]1[O:48]C(C)(C)C(C)(C)[O:45]1, predict the reaction product. The product is: [CH:1]1([C:4]2[C:5]([N:24]([C:29]3[CH:30]=[CH:31][C:32]([O:35][CH2:43][B:44]([OH:48])[OH:45])=[CH:33][CH:34]=3)[S:25]([CH3:28])(=[O:27])=[O:26])=[CH:6][C:7]3[O:11][C:10]([C:12]4[CH:17]=[CH:16][C:15]([F:18])=[CH:14][CH:13]=4)=[C:9]([C:19](=[O:20])[NH:21][CH3:22])[C:8]=3[CH:23]=2)[CH2:3][CH2:2]1. (4) Given the reactants [CH:1]1([N:4]2[C:8]3[N:9]=[C:10]([CH:18]4[CH2:20][CH2:19]4)[CH:11]=[C:12]([C:13]([O:15]CC)=[O:14])[C:7]=3[C:6]([CH3:21])=[N:5]2)[CH2:3][CH2:2]1.[OH-].[Na+], predict the reaction product. The product is: [CH:1]1([N:4]2[C:8]3[N:9]=[C:10]([CH:18]4[CH2:19][CH2:20]4)[CH:11]=[C:12]([C:13]([OH:15])=[O:14])[C:7]=3[C:6]([CH3:21])=[N:5]2)[CH2:3][CH2:2]1. (5) Given the reactants [CH2:1]([O:3][C:4](=[O:13])[CH:5](Br)[C:6]1[CH:7]=[N:8][CH:9]=[CH:10][CH:11]=1)[CH3:2].[CH2:14]([NH2:19])[C:15]([CH3:18])([CH3:17])[CH3:16].CCN(CC)CC, predict the reaction product. The product is: [CH2:1]([O:3][C:4](=[O:13])[CH:5]([NH:19][CH2:14][C:15]([CH3:18])([CH3:17])[CH3:16])[C:6]1[CH:7]=[N:8][CH:9]=[CH:10][CH:11]=1)[CH3:2]. (6) Given the reactants [F:1][CH:2]([C:16]#[CH:17])[CH2:3][N:4]1[CH:8]=[C:7]([C:9]([O:11][C:12]([CH3:15])([CH3:14])[CH3:13])=[O:10])[N:6]=[N:5]1.[F:18][C:19]1[CH:24]=[CH:23][CH:22]=[CH:21][C:20]=1[C:25]1[NH:34][C:28]2[N:29]=[N:30][C:31](I)=[CH:32][C:27]=2[CH:26]=1, predict the reaction product. The product is: [F:1][CH:2]([C:16]#[C:17][C:31]1[N:30]=[N:29][C:28]2[NH:34][C:25]([C:20]3[CH:21]=[CH:22][CH:23]=[CH:24][C:19]=3[F:18])=[CH:26][C:27]=2[CH:32]=1)[CH2:3][N:4]1[CH:8]=[C:7]([C:9]([O:11][C:12]([CH3:13])([CH3:14])[CH3:15])=[O:10])[N:6]=[N:5]1. (7) Given the reactants [C:1]([O:5][C:6]([NH:8][C:9]1[CH:10]=[C:11]([NH:15][C:16]2[C:21]([C:22](OCC)=[O:23])=[CH:20][N:19]=[C:18]([S:27][CH3:28])[N:17]=2)[CH:12]=[CH:13][CH:14]=1)=[O:7])([CH3:4])([CH3:3])[CH3:2].CO.C([O-])(O)=O.[Na+], predict the reaction product. The product is: [OH:23][CH2:22][C:21]1[C:16]([NH:15][C:11]2[CH:10]=[C:9]([NH:8][C:6](=[O:7])[O:5][C:1]([CH3:3])([CH3:2])[CH3:4])[CH:14]=[CH:13][CH:12]=2)=[N:17][C:18]([S:27][CH3:28])=[N:19][CH:20]=1. (8) Given the reactants [F:1][C:2]1[CH:11]=[C:10]2[C:5]([C:6]([N:19]3[CH2:24][CH2:23]S[C:21]4[N:25]=[CH:26][C:27]([N:29]5[CH2:34][CH2:33][O:32][CH2:31][CH2:30]5)=[CH:28][C:20]3=4)=[C:7]([CH3:18])[C:8]([C:12]3[CH:17]=[CH:16][CH:15]=[CH:14][N:13]=3)=[N:9]2)=[CH:4][CH:3]=1.O.OO.[OH:38][S:39]([O-:41])=O.[Na+], predict the reaction product. The product is: [F:1][C:2]1[CH:11]=[C:10]2[C:5]([C:6]([N:19]3[CH2:24][CH2:23][S:39](=[O:41])(=[O:38])[C:21]4[N:25]=[CH:26][C:27]([N:29]5[CH2:34][CH2:33][O:32][CH2:31][CH2:30]5)=[CH:28][C:20]3=4)=[C:7]([CH3:18])[C:8]([C:12]3[CH:17]=[CH:16][CH:15]=[CH:14][N:13]=3)=[N:9]2)=[CH:4][CH:3]=1. (9) Given the reactants C(OC([NH:8][CH:9]1[CH2:14][CH2:13][N:12]([C:15]([C:17]2[CH:22]=[CH:21][C:20]([NH:23][C:24]3[N:29]=[C:28]([C:30]4[CH:35]=[CH:34][C:33]([Cl:36])=[CH:32][CH:31]=4)[CH:27]=[CH:26][N:25]=3)=[CH:19][CH:18]=2)=[O:16])[CH2:11][CH2:10]1)=O)(C)(C)C.Cl, predict the reaction product. The product is: [ClH:36].[Cl:36][C:33]1[CH:34]=[CH:35][C:30]([C:28]2[CH:27]=[CH:26][N:25]=[C:24]([NH:23][C:20]3[CH:19]=[CH:18][C:17]([C:15]([N:12]4[CH2:11][CH2:10][CH:9]([NH2:8])[CH2:14][CH2:13]4)=[O:16])=[CH:22][CH:21]=3)[N:29]=2)=[CH:31][CH:32]=1.